This data is from Full USPTO retrosynthesis dataset with 1.9M reactions from patents (1976-2016). The task is: Predict the reactants needed to synthesize the given product. (1) Given the product [CH2:1]([N:5]1[C:13]([S:14][C:15]2[C:23]([I:24])=[CH:22][C:18]3[O:19][CH2:20][O:21][C:17]=3[CH:16]=2)=[N:12][C:11]2[C:10](=[O:27])[NH:9][CH:8]=[N:7][C:6]1=2)[CH2:2][CH2:3][CH3:4], predict the reactants needed to synthesize it. The reactants are: [CH2:1]([N:5]1[C:13]([S:14][C:15]2[C:23]([I:24])=[CH:22][C:18]3[O:19][CH2:20][O:21][C:17]=3[CH:16]=2)=[N:12][C:11]2[C:6]1=[N:7][CH:8]=[N:9][C:10]=2N)[CH2:2][CH2:3][CH3:4].N([O-])=[O:27].[Na+]. (2) Given the product [CH3:39][O:38][C:21]1[C:22]([N:24]2[CH2:29][CH2:28][CH2:27][C@H:26]([NH:30][C:31](=[O:37])[O:32][C:33]([CH3:35])([CH3:34])[CH3:36])[CH2:25]2)=[N:23][C:18]([N:16]2[C:10]3[CH:9]=[C:8]([C:6]4[CH:5]=[N:4][CH:3]=[C:2]([CH3:1])[N:7]=4)[N:13]=[CH:12][C:11]=3[CH:14]=[N:15]2)=[CH:19][N:20]=1, predict the reactants needed to synthesize it. The reactants are: [CH3:1][C:2]1[N:7]=[C:6]([C:8]2[N:13]=[CH:12][C:11]3[CH:14]=[N:15][NH:16][C:10]=3[CH:9]=2)[CH:5]=[N:4][CH:3]=1.Br[C:18]1[N:23]=[C:22]([N:24]2[CH2:29][CH2:28][CH2:27][C@H:26]([NH:30][C:31](=[O:37])[O:32][C:33]([CH3:36])([CH3:35])[CH3:34])[CH2:25]2)[C:21]([O:38][CH3:39])=[N:20][CH:19]=1.CC1(C)C2C(=C(P(C3C=CC=CC=3)C3C=CC=CC=3)C=CC=2)OC2C(P(C3C=CC=CC=3)C3C=CC=CC=3)=CC=CC1=2.CC(C)([O-])C.[Na+]. (3) Given the product [N:1]1[CH:2]=[CH:3][C:4]([N:7]2[CH2:12][CH2:11][CH:10]([C:13]([O:15][C:17]3[CH:34]=[CH:33][C:20]4[CH2:21][CH2:22][CH2:23][N:24]([C:26]([O:28][C:29]([CH3:30])([CH3:31])[CH3:32])=[O:27])[CH2:25][C:19]=4[CH:18]=3)=[O:14])[CH2:9][CH2:8]2)=[CH:5][CH:6]=1, predict the reactants needed to synthesize it. The reactants are: [N:1]1[CH:6]=[CH:5][C:4]([N:7]2[CH2:12][CH2:11][CH:10]([C:13]([OH:15])=[O:14])[CH2:9][CH2:8]2)=[CH:3][CH:2]=1.O[C:17]1[CH:34]=[CH:33][C:20]2[CH2:21][CH2:22][CH2:23][N:24]([C:26]([O:28][C:29]([CH3:32])([CH3:31])[CH3:30])=[O:27])[CH2:25][C:19]=2[CH:18]=1.